From a dataset of Hepatocyte clearance measurements from AstraZeneca. Regression/Classification. Given a drug SMILES string, predict its absorption, distribution, metabolism, or excretion properties. Task type varies by dataset: regression for continuous measurements (e.g., permeability, clearance, half-life) or binary classification for categorical outcomes (e.g., BBB penetration, CYP inhibition). For this dataset (clearance_hepatocyte_az), we predict log10(clearance) (log10 of the in vitro intrinsic clearance, CLint, in uL/min per 10^6 hepatocytes; values are censored to the assay range of 3 to 150, which is 0.477 to 2.18 on this log10 scale). (1) The compound is O=C(Nc1ccccc1Cl)c1cc[nH]n1. The log10(clearance) is 2.18. (2) The drug is Cc1cccc(C[C@@H](C(=O)O)N2CCC(CN3CCC(Oc4ccc(Cl)c(Cl)c4)CC3)CC2)c1. The log10(clearance) is 0.480. (3) The drug is C[C@H](Oc1ccc(Cl)cc1CN1CCN(C(=O)Cc2ccc(Cl)cc2)[C@@H](C)C1)C(=O)O. The log10(clearance) is 0.670. (4) The compound is COc1cc2c(Nc3ccc(F)c(Cl)c3)c(C(N)=O)cnc2cc1OCCN(C)CCO. The log10(clearance) is 1.10. (5) The molecule is C[N+]1(C)[C@H]2C[C@H](OC(=O)C(O)(c3cccs3)c3cccs3)C[C@@H]1[C@H]1O[C@@H]21. The log10(clearance) is 0.480.